The task is: Binary Classification. Given a miRNA mature sequence and a target amino acid sequence, predict their likelihood of interaction.. This data is from Experimentally validated miRNA-target interactions with 360,000+ pairs, plus equal number of negative samples. (1) The miRNA is mmu-miR-201-5p with sequence UACUCAGUAAGGCAUUGUUCUU. The protein sequence of the target gene is MGCSSSALNKAGDSSRFGSGVTSNENSSTVEHNKFCVDQPKPCTPGGEAAFHGNTQRESHPSLERPKASVVPTANGVKSYHQPSLANDETPGKEATDHSRPTKKIEPLVQGGECEQPQPGGKDDMLGTEEVKKDVEARTEVPSLKGDAEIKPLRLSSERDSPGAPQAGTMKFLQTAENILPLETTQELPPKEATGKGAQPQILEAIPKENSSPEIEGIQSAESSGQQQLVEAPGEAEQPQALETVLKENETSQMPGRSQPVPTPVMNKSPCEAPDGLRNAHEPQVTGGNRVQPAETGETA.... Result: 0 (no interaction). (2) The miRNA is hsa-miR-124-3p with sequence UAAGGCACGCGGUGAAUGCCAA. The protein sequence of the target gene is MGKNNSKLAPEVLEDLVQNTEFSEQELKQWYKGFLKDCPSGILNLEEFQQLYIKFFPYGDASKFAQHAFRTFDKNGDGTIDFREFICALSVTSRGSFEQKLNWAFEMYDLDGDGRITRLEMLEIIEAIYKMVGTVIMMRMNQDGLTPQQRVDKIFKKMDQDKDDQITLEEFKEAAKSDPSIVLLLQCDMQK. Result: 0 (no interaction). (3) The miRNA is hsa-miR-570-5p with sequence AAAGGUAAUUGCAGUUUUUCCC. The protein sequence of the target gene is MRKETPPPLVPPAAREWNLPPNAPACMERQLEAARYRSDGALLLGASSLSGRCWAGSLWLFKDPCAAPNEGFCSAGVQTEAGVADLTWVGERGILVASDSGAVELWELDENETLIVSKFCKYEHDDIVSTVSVLSSGTQAVSGSKDICIKVWDLAQQVVLSSYRAHAAQVTCVAASPHKDSVFLSCSEDNRILLWDTRCPKPASQIGCSAPGYLPTSLAWHPQQSEVFVFGDENGTVSLVDTKSTSCVLSSAVHSQCVTGLVFSPHSVPFLASLSEDCSLAVLDSSLSELFRSQAHRDFV.... Result: 0 (no interaction). (4) The protein sequence of the target gene is MQAVRNAGSRFLRSWTWPQTAGRVVARTPAGTICTGARQLQDAAAKQKVEQNAAPSHTKFSIYPPIPGEESSLRWAGKKFEEIPIAHIKASHNNTQIQVVSASNEPLAFASCGTEGFRNAKKGTGIAAQTAGIAAAARAKQKGVIHIRVVVKGLGPGRLSAMHGLIMGGLEVISITDNTPIPHNGCRPRKARKL. The miRNA is mmu-miR-484 with sequence UCAGGCUCAGUCCCCUCCCGAU. Result: 0 (no interaction). (5) The miRNA is hsa-miR-519c-5p with sequence CUCUAGAGGGAAGCGCUUUCUG. The protein sequence of the target gene is MVISVVLLLLAAYAVPAQGLGSFVHCEPCDEKALSMCPPSPLGCELVKEPGCGCCMTCALAEGQSCGVYTERCAQGLRCLPRQDEEKPLHALLHGRGVCLNEKSYGEQTKIERDSREHEEPTTSEMAEETYSPKVFRPKHTRISELKAEAVKKDRRKKLTQSKFVGGAENTAHPRVIPAPEMRQESEQGPCRRHMEASLQEFKASPRMVPRAVYLPNCDRKGFYKRKQCKPSRGRKRGICWCVDKYGMKLPGMEYVDGDFQCHAFDSSNVE. Result: 0 (no interaction). (6) The miRNA is hsa-miR-6803-3p with sequence UCCCUCGCCUUCUCACCCUCAG. The protein sequence of the target gene is MDEENMTKSEEQQPLSLQKALQQCELVQNMIDLSISNLEGLRTKCAASNDLTQKEIRTLESKLVKYFSRQLSCKKKVALQERNAELDGFPQLRHWFRIVDVRKEVLEEISPDQLSLEDLLEMTDEQVCETVEKYGANQEECARLNASLSCLRNVHKSGGNLSKQDWIIQWPTTEPGQESNPVCPPEPSPWIRTHLSQSPRVQTKCPQHFCPTSPTPGTPVYTQVDRLTVDAYPNLCPPPPPLESGHRSLPPSPRQRHVVRTPPRTPNIVTTVTPPGTPPMRRKNKLKPPGTPPPSSRKLI.... Result: 0 (no interaction). (7) The miRNA is hsa-miR-532-3p with sequence CCUCCCACACCCAAGGCUUGCA. The protein sequence of the target gene is MASYYEILDVPRSASADDIKKAYRRKALQWHPDKNPDNKEFAEKKFKEVAEAYEVLSDKHKREIYDRYGREGLTGTGTGPSRAEAGSGGPGFTFTFRSPEEVFREFFGSGDPFAELFDDLGPFSELQNRGSRHSGPFFTFSSSFPGHSDFSSSSFSFSPGAGAFRSVSTSTTFVQGRRITTRRIMENGQERVEVEEDGQLKSVTINGVPDDLALGLELSRREQQPSVTSRSGGTQVQQTPASCPLDSDLSEDEDLQLAMAYSLSEMEAAGKKPAGGREAQHRRQGRPKAQHQDPGLGGTQ.... Result: 0 (no interaction). (8) The miRNA is mmu-miR-9-5p with sequence UCUUUGGUUAUCUAGCUGUAUGA. The protein sequence of the target gene is MQVLTKRYPKNCLLTVMDRYSAVVRNMEQVVMIPSLLRDVQLSGPGGSVQDGAPDLYTYFTMLKSICVEVDHGLLPREEWQAKVAGNETSEAENDAAETEEAEEDRISEELDLEAQFHLHFCSLHHILTHLTRKAQEVTRKYQEMTGQVL. Result: 1 (interaction). (9) The protein sequence of the target gene is MSDGTASARSSSPLDRDPAFRVITVTKETGLGLKILGGINRNEGPLVYIHEVIPGGDCYKDGRLKPGDQLVSINKESMIGVSFEEAKSIITRAKLRSESPWEIAFIRQKSYCGHPGNICCPSPQVSEDCGPQTSTFTLLSSPSETLLPKTSSTPQTQDSTFPSCKAIQTKPEHDKTEHSPITSLDNSPADTSNADIAPAWTDDDSGPQGKISLNPSVRLKAEKLEMALNYLGIQPTKEQREALREQVQADSKGTVSFGDFVQVARSLFCLQLDEVNVGVHEIPSILDSQLLPCDSLEADE.... The miRNA is mmu-miR-203-3p with sequence GUGAAAUGUUUAGGACCACUAG. Result: 1 (interaction).